From a dataset of NCI-60 drug combinations with 297,098 pairs across 59 cell lines. Regression. Given two drug SMILES strings and cell line genomic features, predict the synergy score measuring deviation from expected non-interaction effect. Drug 1: CC1CCC2CC(C(=CC=CC=CC(CC(C(=O)C(C(C(=CC(C(=O)CC(OC(=O)C3CCCCN3C(=O)C(=O)C1(O2)O)C(C)CC4CCC(C(C4)OC)O)C)C)O)OC)C)C)C)OC. Drug 2: CC1CCC2CC(C(=CC=CC=CC(CC(C(=O)C(C(C(=CC(C(=O)CC(OC(=O)C3CCCCN3C(=O)C(=O)C1(O2)O)C(C)CC4CCC(C(C4)OC)OCCO)C)C)O)OC)C)C)C)OC. Cell line: SK-MEL-5. Synergy scores: CSS=-0.421, Synergy_ZIP=-2.65, Synergy_Bliss=-7.78, Synergy_Loewe=-10.9, Synergy_HSA=-8.64.